From a dataset of Retrosynthesis with 50K atom-mapped reactions and 10 reaction types from USPTO. Predict the reactants needed to synthesize the given product. (1) The reactants are: CCOc1nc2cccc(C(=O)O)c2n1Cc1ccc(-c2ccccc2C(N)=NO)cc1.Cc1oc(=O)oc1CCl. Given the product CCOc1nc2cccc(C(=O)OCc3oc(=O)oc3C)c2n1Cc1ccc(-c2ccccc2C(N)=NO)cc1, predict the reactants needed to synthesize it. (2) The reactants are: CONS(=O)(=O)c1c(C)nn(C)c1Cl.O=[N+]([O-])c1ccc(Cl)c([N+](=O)[O-])c1. Given the product CON(c1ccc([N+](=O)[O-])cc1[N+](=O)[O-])S(=O)(=O)c1c(C)nn(C)c1Cl, predict the reactants needed to synthesize it.